Dataset: Reaction yield outcomes from USPTO patents with 853,638 reactions. Task: Predict the reaction yield, written as a fraction of the theoretical maximum amount of product (1.0 means a 100% yield; for example, 0.34 means a 34% yield). (1) The reactants are C(O[CH:4](OCC)[CH:5]1[C:14]2([CH2:19][CH2:18][N:17](C(OC(C)(C)C)=O)[CH2:16][CH2:15]2)[O:13][C:12]2[C:7](=[CH:8][C:9]([F:27])=[CH:10][CH:11]=2)[C:6]1=O)C.[ClH:32].[NH2:33][N:34](C)[C:35](=O)OC(C)(C)C. The catalyst is C(O)C. The product is [ClH:32].[F:27][C:9]1[CH:10]=[CH:11][C:12]2[O:13][C:14]3([C:5]4[CH:4]=[N:33][N:34]([CH3:35])[C:6]=4[C:7]=2[CH:8]=1)[CH2:19][CH2:18][NH:17][CH2:16][CH2:15]3. The yield is 0.920. (2) The reactants are [Cl:1][C:2]1[C:7]([F:8])=[CH:6][CH:5]=[C:4]([Cl:9])[C:3]=1[C@H:10]([O:12][C:13]1[C:14]([NH2:28])=[N:15][CH:16]=[C:17](B2OC(C)(C)C(C)(C)O2)[CH:18]=1)[CH3:11].[C:29]([O:33][C:34]([N:36]1[CH2:41][CH2:40][CH:39]([N:42]2[CH:46]=[C:45](Br)[CH:44]=[N:43]2)[CH2:38][CH2:37]1)=[O:35])([CH3:32])([CH3:31])[CH3:30].C([O-])([O-])=O.[Na+].[Na+]. The catalyst is COCCOC.O.Cl[Pd](Cl)([P](C1C=CC=CC=1)(C1C=CC=CC=1)C1C=CC=CC=1)[P](C1C=CC=CC=1)(C1C=CC=CC=1)C1C=CC=CC=1. The product is [C:29]([O:33][C:34]([N:36]1[CH2:37][CH2:38][CH:39]([N:42]2[CH:46]=[C:45]([C:17]3[CH:16]=[N:15][C:14]([NH2:28])=[C:13]([O:12][C@@H:10]([C:3]4[C:4]([Cl:9])=[CH:5][CH:6]=[C:7]([F:8])[C:2]=4[Cl:1])[CH3:11])[CH:18]=3)[CH:44]=[N:43]2)[CH2:40][CH2:41]1)=[O:35])([CH3:32])([CH3:30])[CH3:31]. The yield is 0.600. (3) The reactants are [Cl:1][C:2]1[C:6]([Cl:7])=[C:5]([C:8]([OH:10])=O)[S:4][N:3]=1.[F:11][C:12]1[C:13]([NH2:27])=[N:14][C:15]([O:18][CH2:19][C:20]2[CH:25]=[CH:24][C:23]([F:26])=[CH:22][CH:21]=2)=[N:16][CH:17]=1.[Li+].C[Si]([N-][Si](C)(C)C)(C)C.ClN1C(Cl)=C(C(Cl)=O)SC1. The catalyst is C(Cl)(=O)C(Cl)=O.CN(C)C=O.C1COCC1.O. The product is [F:11][C:12]1[C:13]([NH:27][C:8]([C:5]2[S:4][N:3]=[C:2]([Cl:1])[C:6]=2[Cl:7])=[O:10])=[N:14][C:15]([O:18][CH2:19][C:20]2[CH:21]=[CH:22][C:23]([F:26])=[CH:24][CH:25]=2)=[N:16][CH:17]=1. The yield is 0.120. (4) The reactants are [H-].[Al+3].[Li+].[H-].[H-].[H-].C([CH2:10][C:11]1[CH:16]=[CH:15][C:14]([CH2:17][CH2:18][CH2:19][CH2:20][N:21]=[N+]=[N-])=[CH:13][CH:12]=1)(O)=O.[OH2:24].[OH-].[Na+]. The catalyst is C1COCC1. The product is [OH:24][CH2:10][C:11]1[CH:16]=[CH:15][C:14]([CH2:17][CH2:18][CH2:19][CH2:20][NH2:21])=[CH:13][CH:12]=1. The yield is 0.640. (5) The catalyst is C(#N)C.C([O-])(=O)C.[Pd+2].C1(P(C2C=CC=CC=2)C2C=CC=CC=2)C=CC=CC=1.C1(P(C2C=CC=CC=2)C2C=CC=CC=2)C=CC=CC=1.C([O-])(=O)C. The product is [CH2:1]([O:3][C:4]([C:6]1[N:7]=[CH:8][N:9]2[C:15]=1[CH:14]([CH3:16])[N:13]=[C:12]([C:17]1[CH:22]=[CH:21][CH:20]=[CH:19][C:18]=1[F:23])[C:11]1[CH:24]=[C:25]([C:34]#[C:33][Si:30]([CH3:32])([CH3:31])[CH3:29])[CH:26]=[CH:27][C:10]2=1)=[O:5])[CH3:2]. The reactants are [CH2:1]([O:3][C:4]([C:6]1[N:7]=[CH:8][N:9]2[C:15]=1[CH:14]([CH3:16])[N:13]=[C:12]([C:17]1[CH:22]=[CH:21][CH:20]=[CH:19][C:18]=1[F:23])[C:11]1[CH:24]=[C:25](Br)[CH:26]=[CH:27][C:10]2=1)=[O:5])[CH3:2].[CH3:29][Si:30]([C:33]#[CH:34])([CH3:32])[CH3:31]. The yield is 0.790. (6) The reactants are C([N:5]1[CH2:10][CH2:9][CH2:8][CH2:7][CH2:6]1)=CCC.C(#N)[CH:12]=[CH2:13].C(O)(=[O:17])C.O. The catalyst is C(#N)C. The product is [CH2:12]([CH:7]([CH:6]=[O:17])[CH2:8][CH2:9][C:10]#[N:5])[CH3:13]. The yield is 0.420.